This data is from Full USPTO retrosynthesis dataset with 1.9M reactions from patents (1976-2016). The task is: Predict the reactants needed to synthesize the given product. Given the product [CH3:1][N:2]([CH:3]1[CH2:8][CH2:7][CH:6]([NH:9][C:10]2[N:11]=[CH:12][N:13]=[C:14]3[C:21]=2[C:20]2[CH2:19][CH2:18][CH2:17][C:16]=2[S:15]3)[CH2:5][CH2:4]1)[CH2:23][C:24]([N:26]1[CH2:31][CH2:30][O:29][CH2:28][CH2:27]1)=[O:25], predict the reactants needed to synthesize it. The reactants are: [CH3:1][NH:2][CH:3]1[CH2:8][CH2:7][CH:6]([NH:9][C:10]2[N:11]=[CH:12][N:13]=[C:14]3[C:21]=2[C:20]2[CH2:19][CH2:18][CH2:17][C:16]=2[S:15]3)[CH2:5][CH2:4]1.Cl[CH2:23][C:24]([N:26]1[CH2:31][CH2:30][O:29][CH2:28][CH2:27]1)=[O:25].C(=O)([O-])[O-].[K+].[K+].